This data is from Full USPTO retrosynthesis dataset with 1.9M reactions from patents (1976-2016). The task is: Predict the reactants needed to synthesize the given product. The reactants are: Cl.[CH3:2][NH:3][O:4][CH3:5].C[Al](C)C.[CH2:10]([O:12][C:13]1[C:14]([C:25]([O:27]CC)=O)=[N:15][N:16]([C:18]2[CH:23]=[CH:22][C:21]([F:24])=[CH:20][CH:19]=2)[N:17]=1)[CH3:11]. Given the product [CH2:10]([O:12][C:13]1[C:14]([C:25]([N:3]([O:4][CH3:5])[CH3:2])=[O:27])=[N:15][N:16]([C:18]2[CH:19]=[CH:20][C:21]([F:24])=[CH:22][CH:23]=2)[N:17]=1)[CH3:11], predict the reactants needed to synthesize it.